The task is: Predict which catalyst facilitates the given reaction.. This data is from Catalyst prediction with 721,799 reactions and 888 catalyst types from USPTO. (1) Reactant: [F:1][C:2]1([F:16])[O:6][C:5]2[CH:7]=[CH:8][C:9]([OH:15])=[C:10]([C:11]([O:13][CH3:14])=[O:12])[C:4]=2[O:3]1.[Br:17]Br. Product: [Br:17][C:8]1[C:9]([OH:15])=[C:10]([C:11]([O:13][CH3:14])=[O:12])[C:4]2[O:3][C:2]([F:1])([F:16])[O:6][C:5]=2[CH:7]=1. The catalyst class is: 5. (2) Reactant: [NH2:1][C@@H:2]1[CH2:8][CH:7]=[CH:6][CH2:5][N:4]([O:9][CH2:10][C:11]2[CH:16]=[CH:15][CH:14]=[CH:13][CH:12]=2)[C:3]1=[O:17].[F:18][C:19]1[CH:24]=[CH:23][C:22]([S:25](Cl)(=[O:27])=[O:26])=[CH:21][CH:20]=1.S(Cl)(Cl)(=O)=O. Product: [CH2:10]([O:9][N:4]1[CH2:5][CH:6]=[CH:7][CH2:8][C@@H:2]([NH:1][S:25]([C:22]2[CH:23]=[CH:24][C:19]([F:18])=[CH:20][CH:21]=2)(=[O:27])=[O:26])[C:3]1=[O:17])[C:11]1[CH:16]=[CH:15][CH:14]=[CH:13][CH:12]=1. The catalyst class is: 272.